This data is from Peptide-MHC class II binding affinity with 134,281 pairs from IEDB. The task is: Regression. Given a peptide amino acid sequence and an MHC pseudo amino acid sequence, predict their binding affinity value. This is MHC class II binding data. (1) The peptide sequence is EQISVLRKAFDAFDR. The MHC is HLA-DQA10101-DQB10501 with pseudo-sequence HLA-DQA10101-DQB10501. The binding affinity (normalized) is 0.423. (2) The peptide sequence is EMKYFAATQFEPLAA. The MHC is DRB1_1602 with pseudo-sequence DRB1_1602. The binding affinity (normalized) is 0.524. (3) The peptide sequence is FAVVDLNKMRAVWVD. The MHC is HLA-DQA10301-DQB10302 with pseudo-sequence HLA-DQA10301-DQB10302. The binding affinity (normalized) is 0.370. (4) The binding affinity (normalized) is 0.698. The peptide sequence is AYESYKFIPALEAAV. The MHC is HLA-DQA10501-DQB10301 with pseudo-sequence HLA-DQA10501-DQB10301.